From a dataset of CYP2C19 inhibition data for predicting drug metabolism from PubChem BioAssay. Regression/Classification. Given a drug SMILES string, predict its absorption, distribution, metabolism, or excretion properties. Task type varies by dataset: regression for continuous measurements (e.g., permeability, clearance, half-life) or binary classification for categorical outcomes (e.g., BBB penetration, CYP inhibition). Dataset: cyp2c19_veith. (1) The drug is CC1=Nc2ccccc2/C1=C\c1nc(-c2ccc(C(F)(F)F)cc2)oc1O. The result is 1 (inhibitor). (2) The compound is Cn1cnnc1SCC(=O)N1N=C2/C(=C/c3ccco3)CCCC2C1c1ccco1. The result is 1 (inhibitor). (3) The molecule is CCOC(=O)[C@H](N)/C=C(\C)CP(=O)(O)O. The result is 1 (inhibitor). (4) The drug is COc1ncc2nc(-c3cc(F)cc(F)c3)c(=O)n(CCc3ccccc3)c2n1. The result is 1 (inhibitor).